Dataset: Full USPTO retrosynthesis dataset with 1.9M reactions from patents (1976-2016). Task: Predict the reactants needed to synthesize the given product. Given the product [CH:37]1([C:35]([NH:34][C:32]2[N:33]=[C:28]3[CH:27]=[CH:26][C:25]([O:24][C:23]4[CH:40]=[CH:41][C:20]([NH:19][C:15]([C:12]5[C:13](=[O:14])[N:9]([C:3]6[C:4]([Cl:8])=[CH:5][CH:6]=[CH:7][C:2]=6[Cl:1])[N:10]([CH3:18])[CH:11]=5)=[O:17])=[CH:21][C:22]=4[F:42])=[CH:30][N:29]3[CH:31]=2)=[O:36])[CH2:38][CH2:39]1, predict the reactants needed to synthesize it. The reactants are: [Cl:1][C:2]1[CH:7]=[CH:6][CH:5]=[C:4]([Cl:8])[C:3]=1[N:9]1[C:13](=[O:14])[C:12]([C:15]([OH:17])=O)=[CH:11][N:10]1[CH3:18].[NH2:19][C:20]1[CH:41]=[CH:40][C:23]([O:24][C:25]2[CH:26]=[CH:27][C:28]3[N:29]([CH:31]=[C:32]([NH:34][C:35]([CH:37]4[CH2:39][CH2:38]4)=[O:36])[N:33]=3)[CH:30]=2)=[C:22]([F:42])[CH:21]=1.CN(C(ON1N=NC2C=CC=NC1=2)=[N+](C)C)C.F[P-](F)(F)(F)(F)F.C(N(CC)C(C)C)(C)C.